From a dataset of Full USPTO retrosynthesis dataset with 1.9M reactions from patents (1976-2016). Predict the reactants needed to synthesize the given product. Given the product [CH2:31]([O:30][C:22]1[C:23]2[O:28][CH2:27][O:26][CH2:25][C:24]=2[CH:29]=[C:20]([CH:6]([NH:7][C:8]2[CH:9]=[CH:10][C:11]([C:14]3[N:18]=[C:17]([CH3:19])[O:16][N:15]=3)=[CH:12][CH:13]=2)[C:5]2[NH:4][C:3](=[O:2])[N:36]([C:38]3[N:43]=[CH:42][CH:41]=[CH:40][N:39]=3)[N:37]=2)[CH:21]=1)[CH3:32], predict the reactants needed to synthesize it. The reactants are: C[O:2][C:3](=O)[N:4]=[C:5](SC)[C:6]([C:20]1[CH:21]=[C:22]([O:30][CH2:31][CH3:32])[C:23]2[O:28][CH2:27][O:26][CH2:25][C:24]=2[CH:29]=1)=[N:7][C:8]1[CH:13]=[CH:12][C:11]([C:14]2[N:18]=[C:17]([CH3:19])[O:16][N:15]=2)=[CH:10][CH:9]=1.[NH:36]([C:38]1[N:43]=[CH:42][CH:41]=[CH:40][N:39]=1)[NH2:37].C(N(CC)CC)C.